Predict the reactants needed to synthesize the given product. From a dataset of Full USPTO retrosynthesis dataset with 1.9M reactions from patents (1976-2016). Given the product [CH2:1]([NH:3][C:4]1[C:5]([NH2:10])=[CH:6][CH:7]=[CH:8][CH:9]=1)[CH3:2], predict the reactants needed to synthesize it. The reactants are: [CH2:1]([NH:3][C:4]1[CH:9]=[CH:8][CH:7]=[CH:6][C:5]=1[N+:10]([O-])=O)[CH3:2].[BH4-].[Na+].CO.